Dataset: Full USPTO retrosynthesis dataset with 1.9M reactions from patents (1976-2016). Task: Predict the reactants needed to synthesize the given product. (1) Given the product [CH3:21][C:20]1([CH3:22])[N:10]([CH2:11][C:12]2[CH:13]=[N:14][CH:15]=[CH:16][CH:17]=2)[C:4]2[CH:3]=[C:2]([C:56]3[CH:55]=[N:54][NH:53][C:52]=3[CH3:51])[S:6][C:5]=2[C:7](=[O:8])[NH:9]1, predict the reactants needed to synthesize it. The reactants are: Br[C:2]1[S:6][C:5]([C:7]([NH2:9])=[O:8])=[C:4]([NH:10][CH2:11][C:12]2[CH:13]=[N:14][CH:15]=[CH:16][CH:17]=2)[CH:3]=1.CO[C:20](OC)([CH3:22])[CH3:21].CC1(C)C2(CS(O)(=O)=O)C(CC1CC2)=O.[O-]S([O-])(=O)=O.[Mg+2].C([O-])(O)=O.[Na+].[CH3:51][C:52]1[C:56](B2OC(C)(C)C(C)(C)O2)=[CH:55][N:54](C(OC(C)(C)C)=O)[N:53]=1.C(=O)([O-])[O-].[Na+].[Na+]. (2) Given the product [Br:1][C:2]1[CH:3]=[C:4]([NH:5][C:11](=[O:10])[N:30]([CH2:31][C:32]2[CH:40]=[CH:39][C:35]([C:36]([OH:38])=[O:37])=[CH:34][CH:33]=2)[C:27]2[CH:28]=[CH:29][C:24]([CH:18]3[CH2:19][CH2:20][CH2:21][CH2:22][CH2:23]3)=[CH:25][CH:26]=2)[CH:6]=[CH:7][CH:8]=1, predict the reactants needed to synthesize it. The reactants are: [Br:1][C:2]1[CH:3]=[C:4]([CH:6]=[CH:7][CH:8]=1)[NH2:5].Cl.[O:10]=[C:11](Cl)OC(Cl)(Cl)Cl.[CH:18]1([C:24]2[CH:29]=[CH:28][C:27]([NH:30][CH2:31][C:32]3[CH:40]=[CH:39][C:35]([C:36]([OH:38])=[O:37])=[CH:34][CH:33]=3)=[CH:26][CH:25]=2)[CH2:23][CH2:22][CH2:21][CH2:20][CH2:19]1. (3) Given the product [O:1]1[CH2:6][CH2:5][CH2:4][CH2:3][CH:2]1[O:7][CH2:8][CH2:9][O:10][C:11]1[CH:12]=[CH:13][C:14]([N:17]2[C:21]3[CH:22]=[CH:23][C:24]([C:26]4[CH:27]=[CH:28][C:29]([C:30]([NH2:47])=[O:31])=[CH:35][CH:36]=4)=[CH:25][C:20]=3[N:19]=[CH:18]2)=[CH:15][CH:16]=1, predict the reactants needed to synthesize it. The reactants are: [O:1]1[CH2:6][CH2:5][CH2:4][CH2:3][CH:2]1[O:7][CH2:8][CH2:9][O:10][C:11]1[CH:16]=[CH:15][C:14]([N:17]2[C:21]3[CH:22]=[CH:23][C:24]([C:26]4[CH:36]=[CH:35][C:29]([C:30](OCC)=[O:31])=[CH:28][CH:27]=4)=[CH:25][C:20]=3[N:19]=[CH:18]2)=[CH:13][CH:12]=1.FC(F)(F)S(OC1C=CC2[N:47](C3C=CC(OCCOC4CCCCO4)=CC=3)C=NC=2C=1)(=O)=O.[Cl-].[NH4+].C[NH+](C)C.C1(C)C=CC=CC=1.O.O.O.O.O.O.O.O.O.O.S([O-])([O-])(=O)=O.[Na+].[Na+]. (4) Given the product [N:27]1[CH:28]=[CH:29][CH:30]=[C:25]([C:18]2[CH:19]=[C:20]([C:21]([F:23])([F:24])[F:22])[N:16]([C:13]3[N:12]=[CH:11][C:10]([NH:9][C:8]([C:5]4[CH:6]=[CH:7][C:2](=[O:1])[N:3]([CH2:32][C:33](=[O:34])[N:38]([CH3:39])[CH3:37])[CH:4]=4)=[O:31])=[CH:15][CH:14]=3)[N:17]=2)[CH:26]=1, predict the reactants needed to synthesize it. The reactants are: [O:1]=[C:2]1[CH:7]=[CH:6][C:5]([C:8](=[O:31])[NH:9][C:10]2[CH:11]=[N:12][C:13]([N:16]3[C:20]([C:21]([F:24])([F:23])[F:22])=[CH:19][C:18]([C:25]4[CH:26]=[N:27][CH:28]=[CH:29][CH:30]=4)=[N:17]3)=[CH:14][CH:15]=2)=[CH:4][N:3]1[CH2:32][C:33](O)=[O:34].Cl.[CH3:37][N:38](C)[CH2:39]CCCCN=C=N.O.ON1C2C=CC=CC=2N=N1.CNC. (5) Given the product [CH2:53]([O:54][C:55](=[O:56])[C:30]([O:29][C:27]1[CH:48]=[CH:49][C:50]([CH2:16][CH:15]=[C:14]([C:11]2[CH:12]=[CH:13][C:8]([C:5]3[CH:6]=[CH:7][C:2]([F:1])=[CH:3][CH:4]=3)=[CH:9][CH:10]=2)[CH3:18])=[CH:51][CH:46]=1)([CH3:31])[CH3:32])[CH3:52], predict the reactants needed to synthesize it. The reactants are: [F:1][C:2]1[CH:7]=[CH:6][C:5]([C:8]2[CH:13]=[CH:12][C:11]([C:14]([CH3:18])=[CH:15][CH2:16]O)=[CH:10][CH:9]=2)=[CH:4][CH:3]=1.[CH3:31][CH:30]([O:29][C:27](/N=N/[C:27]([O:29][CH:30]([CH3:32])[CH3:31])=O)=O)[CH3:32].[CH:50]1[CH:51]=[CH:46]C(P([C:46]2[CH:51]=[CH:50][CH:49]=[CH:48]C=2)[C:50]2[CH:51]=[CH:46]C=[CH:48][CH:49]=2)=[CH:48][CH:49]=1.[CH3:52][CH2:53][O:54][C:55](C)=[O:56]. (6) The reactants are: [CH3:1][O:2][C:3](=[O:22])[C@H:4]([OH:21])[CH2:5][NH:6][C:7]1[CH:8]=[C:9]2[C:13](=[CH:14][CH:15]=1)[N:12]([CH:16]([CH3:19])[CH2:17][F:18])[C:11](=[O:20])[CH2:10]2.[C:23](OCC)(=[O:25])C. Given the product [CH3:1][O:2][C:3]([C@@H:4]1[O:21][C:23](=[O:25])[N:6]([C:7]2[CH:8]=[C:9]3[C:13](=[CH:14][CH:15]=2)[N:12]([CH:16]([CH3:19])[CH2:17][F:18])[C:11](=[O:20])[CH2:10]3)[CH2:5]1)=[O:22], predict the reactants needed to synthesize it. (7) Given the product [Br:1][C:2]1[CH:3]=[C:4]([F:11])[C:5]([CH2:9][Br:12])=[C:6]([F:8])[CH:7]=1, predict the reactants needed to synthesize it. The reactants are: [Br:1][C:2]1[CH:3]=[C:4]([F:11])[C:5]([CH2:9]O)=[C:6]([F:8])[CH:7]=1.[BrH:12].O. (8) Given the product [Cl:26][C:23]1[CH:22]=[CH:21][C:20]([NH:19][C:17](=[O:18])[NH:16][C:14]2[S:15][C:9]3[CH2:8][NH:7][CH2:12][CH2:11][C:10]=3[C:13]=2[C:27]([NH2:28])=[O:29])=[CH:25][CH:24]=1, predict the reactants needed to synthesize it. The reactants are: C(OC([N:7]1[CH2:12][CH2:11][C:10]2[C:13]([C:27](=[O:29])[NH2:28])=[C:14]([NH:16][C:17]([NH:19][C:20]3[CH:25]=[CH:24][C:23]([Cl:26])=[CH:22][CH:21]=3)=[O:18])[S:15][C:9]=2[CH2:8]1)=O)C=C.N1CCOCC1. (9) Given the product [C:29]([O:33][C:34]([NH:1][C:2]1[CH:7]=[CH:6][C:5]([C:8]2[CH:13]=[C:12]([N+:14]([O-:16])=[O:15])[CH:11]=[C:10]([C:17]([O:19][CH3:20])=[O:18])[C:9]=2[CH3:21])=[CH:4][CH:3]=1)=[O:35])([CH3:32])([CH3:31])[CH3:30], predict the reactants needed to synthesize it. The reactants are: [NH2:1][C:2]1[CH:7]=[CH:6][C:5]([C:8]2[CH:13]=[C:12]([N+:14]([O-:16])=[O:15])[CH:11]=[C:10]([C:17]([O:19][CH3:20])=[O:18])[C:9]=2[CH3:21])=[CH:4][CH:3]=1.C(N(CC)CC)C.[C:29]([O:33][C:34](O[C:34]([O:33][C:29]([CH3:32])([CH3:31])[CH3:30])=[O:35])=[O:35])([CH3:32])([CH3:31])[CH3:30].